This data is from NCI-60 drug combinations with 297,098 pairs across 59 cell lines. The task is: Regression. Given two drug SMILES strings and cell line genomic features, predict the synergy score measuring deviation from expected non-interaction effect. (1) Synergy scores: CSS=-3.19, Synergy_ZIP=-2.59, Synergy_Bliss=-7.48, Synergy_Loewe=-8.72, Synergy_HSA=-8.47. Cell line: NCI/ADR-RES. Drug 1: CC12CCC3C(C1CCC2O)C(CC4=C3C=CC(=C4)O)CCCCCCCCCS(=O)CCCC(C(F)(F)F)(F)F. Drug 2: C1C(C(OC1N2C=NC3=C2NC=NCC3O)CO)O. (2) Drug 1: CC1C(C(=O)NC(C(=O)N2CCCC2C(=O)N(CC(=O)N(C(C(=O)O1)C(C)C)C)C)C(C)C)NC(=O)C3=C4C(=C(C=C3)C)OC5=C(C(=O)C(=C(C5=N4)C(=O)NC6C(OC(=O)C(N(C(=O)CN(C(=O)C7CCCN7C(=O)C(NC6=O)C(C)C)C)C)C(C)C)C)N)C. Drug 2: C1=CN(C=N1)CC(O)(P(=O)(O)O)P(=O)(O)O. Cell line: HT29. Synergy scores: CSS=34.2, Synergy_ZIP=-4.73, Synergy_Bliss=-4.79, Synergy_Loewe=-32.2, Synergy_HSA=-5.12. (3) Drug 1: CN1CCC(CC1)COC2=C(C=C3C(=C2)N=CN=C3NC4=C(C=C(C=C4)Br)F)OC. Drug 2: COC1=CC(=CC(=C1O)OC)C2C3C(COC3=O)C(C4=CC5=C(C=C24)OCO5)OC6C(C(C7C(O6)COC(O7)C8=CC=CS8)O)O. Cell line: NCI-H460. Synergy scores: CSS=41.8, Synergy_ZIP=1.93, Synergy_Bliss=1.17, Synergy_Loewe=-4.24, Synergy_HSA=2.61. (4) Drug 1: CCC1(CC2CC(C3=C(CCN(C2)C1)C4=CC=CC=C4N3)(C5=C(C=C6C(=C5)C78CCN9C7C(C=CC9)(C(C(C8N6C)(C(=O)OC)O)OC(=O)C)CC)OC)C(=O)OC)O.OS(=O)(=O)O. Drug 2: C1C(C(OC1N2C=NC(=NC2=O)N)CO)O. Cell line: SF-268. Synergy scores: CSS=-0.450, Synergy_ZIP=0.330, Synergy_Bliss=0.922, Synergy_Loewe=-1.49, Synergy_HSA=-0.578. (5) Drug 1: C1CCC(CC1)NC(=O)N(CCCl)N=O. Drug 2: CC1C(C(CC(O1)OC2CC(CC3=C2C(=C4C(=C3O)C(=O)C5=C(C4=O)C(=CC=C5)OC)O)(C(=O)CO)O)N)O.Cl. Cell line: K-562. Synergy scores: CSS=41.1, Synergy_ZIP=0.680, Synergy_Bliss=1.40, Synergy_Loewe=-2.75, Synergy_HSA=3.33. (6) Drug 1: C1=NC2=C(N1)C(=S)N=C(N2)N. Drug 2: C(CC(=O)O)C(=O)CN.Cl. Cell line: UACC-257. Synergy scores: CSS=24.6, Synergy_ZIP=-0.163, Synergy_Bliss=-0.834, Synergy_Loewe=-10.6, Synergy_HSA=0.211. (7) Drug 1: CC1=C(C(CCC1)(C)C)C=CC(=CC=CC(=CC(=O)O)C)C. Drug 2: C1CNP(=O)(OC1)N(CCCl)CCCl. Cell line: OVCAR-4. Synergy scores: CSS=4.39, Synergy_ZIP=0.0876, Synergy_Bliss=4.56, Synergy_Loewe=-0.327, Synergy_HSA=-0.279. (8) Drug 1: CS(=O)(=O)CCNCC1=CC=C(O1)C2=CC3=C(C=C2)N=CN=C3NC4=CC(=C(C=C4)OCC5=CC(=CC=C5)F)Cl. Drug 2: C1CC(=O)NC(=O)C1N2C(=O)C3=CC=CC=C3C2=O. Cell line: COLO 205. Synergy scores: CSS=-3.68, Synergy_ZIP=4.11, Synergy_Bliss=2.55, Synergy_Loewe=1.23, Synergy_HSA=-2.14.